From a dataset of Forward reaction prediction with 1.9M reactions from USPTO patents (1976-2016). Predict the product of the given reaction. (1) The product is: [CH:15]1([C:18]2[CH:19]=[C:20]([N+:27]([O-:29])=[O:28])[CH:21]=[C:22]3[C:26]=2[N:25]([C:2]2[N:7]=[CH:6][C:5]([CH3:8])=[CH:4][N:3]=2)[CH:24]=[CH:23]3)[CH2:17][CH2:16]1. Given the reactants Cl[C:2]1[N:7]=[CH:6][C:5]([CH3:8])=[CH:4][N:3]=1.C(=O)([O-])[O-].[Cs+].[Cs+].[CH:15]1([C:18]2[CH:19]=[C:20]([N+:27]([O-:29])=[O:28])[CH:21]=[C:22]3[C:26]=2[NH:25][CH:24]=[CH:23]3)[CH2:17][CH2:16]1, predict the reaction product. (2) Given the reactants [CH2:1]([O:3][CH:4]([O:7][CH2:8][CH3:9])[CH2:5]Cl)[CH3:2].[C:10]([O-:18])(=[O:17])[C:11]1[CH:16]=[CH:15][CH:14]=[CH:13][CH:12]=1.[K+].[I-].[K+].CN(C=O)C, predict the reaction product. The product is: [CH2:1]([O:3][CH:4]([O:7][CH2:8][CH3:9])[CH2:5][O:18][C:10](=[O:17])[C:11]1[CH:16]=[CH:15][CH:14]=[CH:13][CH:12]=1)[CH3:2].